From a dataset of Forward reaction prediction with 1.9M reactions from USPTO patents (1976-2016). Predict the product of the given reaction. (1) The product is: [Br:1][C:2]1[C:3]([Cl:20])=[CH:4][C:5]([O:22][CH3:21])=[C:6]([CH:18]=1)[C:7]([N:9]([CH3:17])[C:10]1[CH:15]=[CH:14][CH:13]=[CH:12][C:11]=1[CH3:16])=[O:8]. Given the reactants [Br:1][C:2]1[C:3]([Cl:20])=[CH:4][C:5](F)=[C:6]([CH:18]=1)[C:7]([N:9]([CH3:17])[C:10]1[CH:15]=[CH:14][CH:13]=[CH:12][C:11]=1[CH3:16])=[O:8].[CH3:21][O:22][Na].CO, predict the reaction product. (2) Given the reactants [Cl:1][C:2]1[C:3](=[O:19])[N:4]([CH:9]2[CH2:14][C:13]([CH3:16])([CH3:15])[CH2:12][C:11]([CH3:18])([CH3:17])[CH2:10]2)[N:5]=[CH:6][C:7]=1Cl.[CH3:20][NH2:21].O, predict the reaction product. The product is: [Cl:1][C:2]1[C:3](=[O:19])[N:4]([CH:9]2[CH2:14][C:13]([CH3:16])([CH3:15])[CH2:12][C:11]([CH3:18])([CH3:17])[CH2:10]2)[N:5]=[CH:6][C:7]=1[NH:21][CH3:20]. (3) Given the reactants [CH:1](=O)[C:2]1[CH:7]=[CH:6][CH:5]=[N:4][CH:3]=1.[CH2:9]([NH:16][C:17]([C:19]1[S:23][C:22]([N:24]2[CH2:29][CH2:28][CH2:27][CH2:26][C:25]2=[O:30])=[N:21][C:20]=1[CH3:31])=[O:18])[C:10]1[CH:15]=[CH:14][CH:13]=[CH:12][CH:11]=1, predict the reaction product. The product is: [CH2:9]([NH:16][C:17]([C:19]1[S:23][C:22]([N:24]2[CH2:29][CH2:28][CH2:27][C:26](=[CH:1][C:2]3[CH:3]=[N:4][CH:5]=[CH:6][CH:7]=3)[C:25]2=[O:30])=[N:21][C:20]=1[CH3:31])=[O:18])[C:10]1[CH:15]=[CH:14][CH:13]=[CH:12][CH:11]=1. (4) Given the reactants Cl[C:2]1[C:11]2[C:6](=[N:7][CH:8]=[C:9]([F:12])[CH:10]=2)[NH:5][C:4](=[O:13])[C:3]=1[C:14]#[N:15].[O:16]1[CH:20]=[CH:19][CH:18]=[C:17]1[C:21]([N:23]1[CH2:28][CH2:27][NH:26][CH2:25][CH2:24]1)=[O:22], predict the reaction product. The product is: [F:12][C:9]1[CH:10]=[C:11]2[C:6](=[N:7][CH:8]=1)[NH:5][C:4](=[O:13])[C:3]([C:14]#[N:15])=[C:2]2[N:26]1[CH2:27][CH2:28][N:23]([C:21]([C:17]2[O:16][CH:20]=[CH:19][CH:18]=2)=[O:22])[CH2:24][CH2:25]1. (5) Given the reactants [C:1]1([NH:11][CH2:12][CH2:13][CH2:14][O:15][C:16]2[CH:17]=[CH:18][C:19]3[CH2:25][CH:24]([CH2:26][C:27]([O:29]CC)=[O:28])[C:23]4[CH:32]=[CH:33][CH:34]=[CH:35][C:22]=4[CH2:21][C:20]=3[CH:36]=2)[C:10]2[C:5](=[CH:6][CH:7]=[CH:8][CH:9]=2)[CH:4]=[CH:3][N:2]=1.N1C=CC=CC=1NCCCOC1C=CC2C[C@H](CC(OCC)=O)C3C=CC=CC=3CC=2C=1.C(O)(C(F)(F)F)=O, predict the reaction product. The product is: [C:1]1([NH:11][CH2:12][CH2:13][CH2:14][O:15][C:16]2[CH:36]=[C:20]3[CH2:21][C:22]4[CH:35]=[CH:34][CH:33]=[CH:32][C:23]=4[CH:24]([CH2:26][C:27]([OH:29])=[O:28])[CH:25]=[C:19]3[CH2:18][CH:17]=2)[C:10]2[C:5](=[CH:6][CH:7]=[CH:8][CH:9]=2)[CH:4]=[CH:3][N:2]=1. (6) Given the reactants [F:1][C:2]([F:16])([F:15])[C:3]1[CH:14]=[CH:13][C:6]2[S:7][C:8]([C:10](Cl)=[O:11])=[CH:9][C:5]=2[CH:4]=1.[CH3:17][SH:18].[Na], predict the reaction product. The product is: [F:1][C:2]([F:16])([F:15])[C:3]1[CH:14]=[CH:13][C:6]2[S:7][C:8]([C:10](=[O:11])[S:18][CH3:17])=[CH:9][C:5]=2[CH:4]=1. (7) Given the reactants [Cl:1][C:2]1[CH:3]=[C:4]([CH2:9][NH2:10])[CH:5]=[CH:6][C:7]=1[Cl:8].Cl[C:12]1[CH:21]=[CH:20][C:15]([C:16]([O:18][CH3:19])=[O:17])=[CH:14][N:13]=1, predict the reaction product. The product is: [Cl:1][C:2]1[CH:3]=[C:4]([CH:5]=[CH:6][C:7]=1[Cl:8])[CH2:9][NH:10][C:12]1[CH:21]=[CH:20][C:15]([C:16]([O:18][CH3:19])=[O:17])=[CH:14][N:13]=1. (8) Given the reactants [Cl:1][C:2]1[CH:21]=[CH:20][C:5]([CH2:6][S:7][C:8]2[O:9][C:10]3[CH:16]=[CH:15][C:14]([N+:17]([O-])=O)=[CH:13][C:11]=3[N:12]=2)=[CH:4][CH:3]=1.[Cl-].[NH4+].C(OCC)(=O)C, predict the reaction product. The product is: [Cl:1][C:2]1[CH:21]=[CH:20][C:5]([CH2:6][S:7][C:8]2[O:9][C:10]3[CH:16]=[CH:15][C:14]([NH2:17])=[CH:13][C:11]=3[N:12]=2)=[CH:4][CH:3]=1. (9) Given the reactants [CH3:1][C:2]([CH3:5])([O-])[CH3:3].[K+].[Si:7]([O:14][C:15]1[CH:20]=[C:19]([O:21][Si:22]([C:25]([CH3:28])([CH3:27])[CH3:26])([CH3:24])[CH3:23])[CH:18]=[CH:17][C:16]=1C1CCC(=O)CC1)([C:10]([CH3:13])([CH3:12])[CH3:11])([CH3:9])[CH3:8].O1C[CH2:39][CH2:38][CH2:37]1, predict the reaction product. The product is: [C:10]([Si:7]([O:14][C:15]1[CH:20]=[C:19]([O:21][Si:22]([C:25]([CH3:28])([CH3:27])[CH3:26])([CH3:24])[CH3:23])[CH:18]=[CH:17][C:16]=1[CH:38]1[CH2:39][CH2:3][C:2](=[CH2:5])[CH2:1][CH2:37]1)([CH3:8])[CH3:9])([CH3:13])([CH3:12])[CH3:11].